This data is from Reaction yield outcomes from USPTO patents with 853,638 reactions. The task is: Predict the reaction yield, written as a fraction of the theoretical maximum amount of product (1.0 means a 100% yield; for example, 0.34 means a 34% yield). (1) The reactants are [Cl:1][C:2]1[CH:8]=[CH:7][C:5]([NH2:6])=[CH:4][C:3]=1[O:9][CH3:10].[C:11]([O:15][C:16]([N:18]1[CH2:24][CH2:23][CH2:22][C@H:19]1[CH:20]=O)=[O:17])([CH3:14])([CH3:13])[CH3:12].C([BH3-])#N.[Na+].C(=O)(O)[O-].[Na+]. The catalyst is CO.C(O)(=O)C. The product is [C:11]([O:15][C:16]([N:18]1[CH2:24][CH2:23][CH2:22][C@H:19]1[CH2:20][NH:6][C:5]1[CH:7]=[CH:8][C:2]([Cl:1])=[C:3]([O:9][CH3:10])[CH:4]=1)=[O:17])([CH3:14])([CH3:12])[CH3:13]. The yield is 0.680. (2) The reactants are [NH:1]1[CH2:5][CH2:4][CH2:3][CH2:2]1.Br[C:7]1[CH:12]=[C:11]([Cl:13])[N:10]=[N:9][C:8]=1[Cl:14].C(=O)([O-])[O-].[K+].[K+].O. The catalyst is CN(C=O)C. The product is [Cl:14][C:8]1[N:9]=[N:10][C:11]([Cl:13])=[CH:12][C:7]=1[N:1]1[CH2:5][CH2:4][CH2:3][CH2:2]1. The yield is 0.920. (3) The reactants are [C:1]([Br:5])(Br)(Br)Br.C1(P(C2C=CC=CC=2)C2C=CC=CC=2)C=CC=CC=1.[CH2:25]([N:32]1[C:36]([C:37]2[CH:42]=[CH:41][CH:40]=[CH:39][CH:38]=2)=[CH:35][C:34](CO)=[N:33]1)[C:26]1[CH:31]=[CH:30][CH:29]=[CH:28][CH:27]=1. No catalyst specified. The product is [CH2:25]([N:32]1[C:36]([C:37]2[CH:42]=[CH:41][CH:40]=[CH:39][CH:38]=2)=[CH:35][C:34]([CH2:1][Br:5])=[N:33]1)[C:26]1[CH:27]=[CH:28][CH:29]=[CH:30][CH:31]=1. The yield is 0.430. (4) The reactants are [CH3:1][C:2]1[O:3][C:4]2[CH:10]=[CH:9][CH:8]=[CH:7][C:5]=2[N:6]=1.CO[CH:13](OC)[N:14]([CH3:16])[CH3:15]. The catalyst is CN(C=O)C. The product is [O:3]1[C:4]2[CH:10]=[CH:9][CH:8]=[CH:7][C:5]=2[N:6]=[C:2]1[CH:1]=[CH:13][N:14]([CH3:16])[CH3:15]. The yield is 0.810.